This data is from Catalyst prediction with 721,799 reactions and 888 catalyst types from USPTO. The task is: Predict which catalyst facilitates the given reaction. (1) Reactant: C1([N:7]=[C:8]=[N:9][CH:10]2[CH2:15][CH2:14][CH2:13][CH2:12][CH2:11]2)CCCCC1. Product: [N:9]1[C:10]2[CH:15]=[CH:14][CH:13]=[CH:12][C:11]=2[NH:7][CH:8]=1. The catalyst class is: 11. (2) Reactant: [C:1]1([C:7]2[N:8]=[C:9]([C:12]3[C:16]([C:17](O)=[O:18])=[CH:15][N:14]([CH2:20][O:21][CH2:22][CH2:23][Si:24]([CH3:27])([CH3:26])[CH3:25])[N:13]=3)[S:10][CH:11]=2)[CH:6]=[CH:5][CH:4]=[CH:3][CH:2]=1.[CH3:28][C:29]([NH2:32])([CH3:31])[CH3:30].Cl.CN(C)CCCN=C=NCC.C1C=CC2N(O)N=NC=2C=1. Product: [C:29]([NH:32][C:17]([C:16]1[C:12]([C:9]2[S:10][CH:11]=[C:7]([C:1]3[CH:6]=[CH:5][CH:4]=[CH:3][CH:2]=3)[N:8]=2)=[N:13][N:14]([CH2:20][O:21][CH2:22][CH2:23][Si:24]([CH3:25])([CH3:27])[CH3:26])[CH:15]=1)=[O:18])([CH3:31])([CH3:30])[CH3:28]. The catalyst class is: 3.